Dataset: Full USPTO retrosynthesis dataset with 1.9M reactions from patents (1976-2016). Task: Predict the reactants needed to synthesize the given product. (1) Given the product [F:1][C:2]1[CH:11]=[C:10]([C:12]2[C:17]([CH:18]3[CH2:23][CH2:22][N:21]([C:25]4[CH:34]=[CH:33][C:32]5[C:27](=[CH:28][CH:29]=[C:30]([F:35])[CH:31]=5)[N:26]=4)[CH2:20][CH2:19]3)=[N:16][CH:15]=[CH:14][N:13]=2)[CH:9]=[CH:8][C:3]=1[C:4]([NH:6][CH3:7])=[O:5], predict the reactants needed to synthesize it. The reactants are: [F:1][C:2]1[CH:11]=[C:10]([C:12]2[C:17]([CH:18]3[CH2:23][CH2:22][NH:21][CH2:20][CH2:19]3)=[N:16][CH:15]=[CH:14][N:13]=2)[CH:9]=[CH:8][C:3]=1[C:4]([NH:6][CH3:7])=[O:5].Cl[C:25]1[CH:34]=[CH:33][C:32]2[C:27](=[CH:28][CH:29]=[C:30]([F:35])[CH:31]=2)[N:26]=1.CS(C)=O.C(=O)([O-])[O-].[K+].[K+]. (2) Given the product [CH2:1]([C:4]1([CH3:17])[C:13]2[C:8](=[CH:9][CH:10]=[CH:11][CH:12]=2)[C:7]([OH:14])=[CH:6][C:5]1=[O:15])[CH:2]=[CH2:3], predict the reactants needed to synthesize it. The reactants are: [CH2:1]([C:4]1([CH3:17])[C:13]2[C:8](=[CH:9][CH:10]=[CH:11][CH:12]=2)[C:7](=[O:14])[CH:6]=[C:5]1[O:15]C)[CH:2]=[CH2:3].[OH-].[Na+].Cl. (3) Given the product [F:26][C:27]([F:32])([F:31])[C:28]([OH:30])=[O:29].[NH2:8][C:9]1[C:13]([C:14]2[N:19]=[C:18]([OH:20])[C:17]([OH:21])=[C:16]([C:22]([O:24][CH3:25])=[O:23])[N:15]=2)=[CH:12][S:11][CH:10]=1, predict the reactants needed to synthesize it. The reactants are: C(OC([NH:8][C:9]1[C:13]([C:14]2[N:19]=[C:18]([OH:20])[C:17]([OH:21])=[C:16]([C:22]([O:24][CH3:25])=[O:23])[N:15]=2)=[CH:12][S:11][CH:10]=1)=O)(C)(C)C.[F:26][C:27]([F:32])([F:31])[C:28]([OH:30])=[O:29]. (4) Given the product [CH3:20][C:19]([CH3:18])=[CH:21][CH2:26][C:11]1[C:10](=[O:12])[C:9]2[CH:8]=[CH:7][CH:6]=[CH:5][C:4]=2[C:3](=[O:13])[C:2]=1[OH:1], predict the reactants needed to synthesize it. The reactants are: [OH:1][C:2]1[C:3](=[O:13])[C:4]2[C:9]([C:10](=[O:12])[CH:11]=1)=[CH:8][CH:7]=[CH:6][CH:5]=2.[H-].[Li+].[H][H].[CH2:18](Br)[C:19](=[CH2:21])[CH3:20].[Li+].[I-].Cl.[CH3:26]S(C)=O.